From a dataset of Full USPTO retrosynthesis dataset with 1.9M reactions from patents (1976-2016). Predict the reactants needed to synthesize the given product. (1) Given the product [CH:34]1([C:37]([N:1]2[CH2:2][CH2:3][CH:4]([CH2:7][NH:8][C:9]([C:11]3[C:15]4[N:16]=[CH:17][N:18]=[C:19]([C:20]5[C:28]6[O:27][CH2:26][O:25][C:24]=6[CH:23]=[CH:22][C:21]=5[O:29][CH2:30][CH:31]5[CH2:32][CH2:33]5)[C:14]=4[NH:13][CH:12]=3)=[O:10])[CH2:5][CH2:6]2)=[O:38])[CH2:36][CH2:35]1, predict the reactants needed to synthesize it. The reactants are: [NH:1]1[CH2:6][CH2:5][CH:4]([CH2:7][NH:8][C:9]([C:11]2[C:15]3[N:16]=[CH:17][N:18]=[C:19]([C:20]4[C:28]5[O:27][CH2:26][O:25][C:24]=5[CH:23]=[CH:22][C:21]=4[O:29][CH2:30][CH:31]4[CH2:33][CH2:32]4)[C:14]=3[NH:13][CH:12]=2)=[O:10])[CH2:3][CH2:2]1.[CH:34]1([C:37](Cl)=[O:38])[CH2:36][CH2:35]1. (2) Given the product [CH3:1][CH:2]1[CH2:3][CH2:4][N:5]([C:8]([O:10][C:11]2[C:19]3[C:14](=[N:15][C:16]([OH:21])=[CH:17][C:18]=3[CH3:20])[N:13]([C:30]([N:27]3[CH2:26][CH2:25][CH:24]([C:23]([F:33])([F:22])[F:34])[CH2:29][CH2:28]3)=[O:31])[N:12]=2)=[O:9])[CH2:6][CH2:7]1, predict the reactants needed to synthesize it. The reactants are: [CH3:1][CH:2]1[CH2:7][CH2:6][N:5]([C:8]([O:10][C:11]2[C:19]3[C:14](=[N:15][C:16]([OH:21])=[CH:17][C:18]=3[CH3:20])[NH:13][N:12]=2)=[O:9])[CH2:4][CH2:3]1.[F:22][C:23]([F:34])([F:33])[CH:24]1[CH2:29][CH2:28][N:27]([C:30](Cl)=[O:31])[CH2:26][CH2:25]1. (3) Given the product [Br:1][C:2]1[N:7]=[C:6]([C:8]([Cl:24])=[O:9])[C:5]([O:11][CH2:12][C:13]2[CH:18]=[CH:17][CH:16]=[CH:15][CH:14]=2)=[C:4]([O:19][CH3:20])[CH:3]=1, predict the reactants needed to synthesize it. The reactants are: [Br:1][C:2]1[N:7]=[C:6]([C:8](O)=[O:9])[C:5]([O:11][CH2:12][C:13]2[CH:18]=[CH:17][CH:16]=[CH:15][CH:14]=2)=[C:4]([O:19][CH3:20])[CH:3]=1.C(Cl)(=O)C([Cl:24])=O. (4) Given the product [ClH:1].[N:2]12[CH2:9][CH2:8][CH:5]([CH2:6][CH2:7]1)[C@@H:4]([NH:10][C:11]([C:13]1[S:14][C:15]3[C:21]([C:22]4[CH:30]=[CH:29][CH:28]=[C:24]([C:25]([N:35]([CH2:34][CH2:33][O:32][CH3:31])[CH3:36])=[O:26])[CH:23]=4)=[CH:20][CH:19]=[CH:18][C:16]=3[CH:17]=1)=[O:12])[CH2:3]2, predict the reactants needed to synthesize it. The reactants are: [ClH:1].[N:2]12[CH2:9][CH2:8][CH:5]([CH2:6][CH2:7]1)[C@@H:4]([NH:10][C:11]([C:13]1[S:14][C:15]3[C:21]([C:22]4[CH:23]=[C:24]([CH:28]=[CH:29][CH:30]=4)[C:25](O)=[O:26])=[CH:20][CH:19]=[CH:18][C:16]=3[CH:17]=1)=[O:12])[CH2:3]2.[CH3:31][O:32][CH2:33][CH2:34][NH:35][CH3:36]. (5) Given the product [CH2:6]([O:16][CH2:17][CH:18]1[O:20][CH2:19]1)[CH:13]1[O:31][CH2:12]1, predict the reactants needed to synthesize it. The reactants are: [Sn](Cl)(Cl)(Cl)Cl.[C:6]12([O:16][CH2:17][CH:18]3[O:20][CH2:19]3)CC3C[CH:12](CC(C3)C1)[CH2:13]2.C12([OH:31])CC3CC(CC(C3)C1)C2.C(C1OC1)Cl. (6) The reactants are: [CH3:1][NH2:2].N.[Br:4][C:5]1[CH:6]=[C:7]([CH:13]=[CH:14][CH:15]=1)[O:8][CH2:9][C@@H:10]1[CH2:12][O:11]1. Given the product [Br:4][C:5]1[CH:6]=[C:7]([CH:13]=[CH:14][CH:15]=1)[O:8][CH2:9][C@@H:10]([OH:11])[CH2:12][NH:2][CH3:1], predict the reactants needed to synthesize it. (7) Given the product [Cl:1][C:2]1[CH:3]=[C:4]([O:8][C:16](=[O:25])[CH2:17][CH2:18][C:19]2[CH:24]=[CH:23][CH:22]=[CH:21][CH:20]=2)[CH:5]=[CH:6][CH:7]=1, predict the reactants needed to synthesize it. The reactants are: [Cl:1][C:2]1[CH:3]=[C:4]([OH:8])[CH:5]=[CH:6][CH:7]=1.C(N(CC)CC)C.[C:16](Cl)(=[O:25])[CH2:17][CH2:18][C:19]1[CH:24]=[CH:23][CH:22]=[CH:21][CH:20]=1.